Dataset: Experimentally validated miRNA-target interactions with 360,000+ pairs, plus equal number of negative samples. Task: Binary Classification. Given a miRNA mature sequence and a target amino acid sequence, predict their likelihood of interaction. (1) The miRNA is mmu-miR-669e-5p with sequence UGUCUUGUGUGUGCAUGUUCAU. The protein sequence of the target gene is MAGYKPVAIQTYPVLGEKITQDTLYWNNYKTPVQIKEFGAVSKVDFSPQLPYNYAVTASSRIHIYGRYSQEPVKTFSRFKDTAYCATFRQDGQLLVAGSEDGVVQLFDINGRAPLRQFEGHTKAVHTVDFTADNYHVVSGADDYTVKLWDIPNSKEILTFKEHSDYVRCGCASKLNPDLFVTGSYDHTVKIFDARTNKNVLCVEHGQPVESVLLFPSGGLLVSAGGRYVKVWDMLKGGQLLVSLKNHHKTVTCLCLSSSGQRLLSGSLDRKVKVYSTTSYKVVHSFDYAASILSLALSHQ.... Result: 1 (interaction). (2) The miRNA is hsa-miR-423-5p with sequence UGAGGGGCAGAGAGCGAGACUUU. The protein sequence of the target gene is MPEPAKSAPAPKKGSKKAVTKAQKKDGKKRKRSRKESYSIYVYKVLKQVHPDTGISSKAMGIMNSFVNDIFERIAGEASRLAHYNKRSTITSREIQTAVRLLLPGELAKHAVSEGTKAVTKYTSSK. Result: 1 (interaction). (3) The miRNA is hsa-miR-766-3p with sequence ACUCCAGCCCCACAGCCUCAGC. The protein sequence of the target gene is MDSPGYNCFVDKDKMDAAIQDLGPKELSCTELQELKQLARQGYWAQSHALRGKVYQRLIRDIPCRTVTPDASVYSDIVGKIVGKHSSSCLPLPEFVDNTQVPSYCLNARGEGAVRKILLCLANQFPDISFCPALPAVVALLLHYSIDEAECFEKACRILACNDPGRRLIDQSFLAFESSCMTFGDLVNKYCQAAHKLMVAVSEDVLQVYADWQRWLFGELPLCYFARVFDVFLVEGYKVLYRVALAILKFFHKVRAGQPLESDSVKQDIRTFVRDIAKTVSPEKLLEKAFAIRLFSRKEI.... Result: 1 (interaction). (4) The miRNA is hsa-miR-6747-3p with sequence UCCUGCCUUCCUCUGCACCAG. The protein sequence of the target gene is MALVTVQRSPTPSTTSSPCASEADSGEEECRSQPRSISESFLTVKGAALFLPRGNGSSTPRISHRRNKHAGDLQQHLQAMFILLRPEDNIRLAVRLESTYQNRTRYMVVVSTNGRQDTEESIVLGMDFSSNDSSTCTMGLVLPLWSDTLIHLDGDGGFSVSTDNRVHIFKPVSVQAMWSALQSLHKACEVARAHNYYPGSLFLTWVSYYESHINSDQSSVNEWNAMQDVQSHRPDSPALFTDIPTERERTERLIKTKLREIMMQKDLENITSKEIRTELEMQMVCNLREFKEFIDNEMIV.... Result: 1 (interaction). (5) The miRNA is hsa-miR-302d-3p with sequence UAAGUGCUUCCAUGUUUGAGUGU. The protein sequence of the target gene is MEFAELIKTPRVDNVVLHRPFYPAVEGTLCLTGHHLILSSRQDNTEELWLLHSNIDAIDKRFVGSLGTIIIKCKDFRIIQLDIPGMEECLNIASSIEALSTLDSITLMYPFFYRPMFEVIEDGWHSFLPEQEFELYSSATSEWRLSYVNKEFAVCPSYPPIVTVPKSIDDEALRKVATFRHGGRFPVLSYYHKKNGMVIMRSGQPLTGTNGRRCKEDEKLINATLRAGKRGYIIDTRSLNVAQQTRAKGGGFEQEAHYPQWRRIHKSIERYHILQESLIKLVEACNDQTHNMDRWLSKLE.... Result: 1 (interaction). (6) The miRNA is hsa-miR-195-5p with sequence UAGCAGCACAGAAAUAUUGGC. The protein sequence of the target gene is MASISEPVTFREFCPLYYLLNAIPTKIQKGFRSIVVYLTALDTNGDYIAVGSSIGMLYLYCRHLNQMRKYNFEGKTESITVVKLLSCFDDLVAAGTASGRVAVFQLVSSLPGRNKQLRRFDVTGIHKNSITALAWSPNGMKLFSGDDKGKIVYSSLDLDQGLCNSQLVLEEPSSIVQLDYSQKVLLVSTLQRSLLFYTEEKSVRQIGTQPRKSTGKFGACFIPGLCKQSDLTLYASRPGLRLWKADVHGTVQATFILKDAFAGGVKPFELHPRLESPNSGSCSLPERHLGLVSCFFQEGW.... Result: 1 (interaction). (7) The miRNA is gga-miR-146b-3p with sequence CCCUAUGGAUUCAGUUCUGC. The protein sequence of the target gene is MAESIIIRVQSPDGVKRITATKRETAATFLKKVAKEFGFQNNGFSVYINRNKTGEITASSSKSLHLLKIKHGDLLFLFPSSLAGPSSEMETSTSVGLKAFGAPNVVEDEIDQYLSKQDGKIYRSRDPQLCRHGPLGKCVHCVPLEPFDEDYLNHLEPPVKHMSFHAYIRKLTGGADKGKFVALENISCKIKSGCEGHLPWPNGICTKCQPSAITLNRQKYRHVDNIMFENHTVADRFLDFWRKTGNQHFGYLYGRYTEHKDIPLGIRAEVAAIYEPPQIGTQNSLELLEDPKAEVVDEIA.... Result: 0 (no interaction). (8) The miRNA is hsa-miR-518f-3p with sequence GAAAGCGCUUCUCUUUAGAGG. The protein sequence of the target gene is MALIMEPVSKWSPSQVVDWMKGLDDCLQQYIKNFEREKISGDQLLRITHQELEDLGVSRIGHQELILEAVDLLCALNYGLETENLKTLSHKLNASAKNLQNFITGRRRSGHYDGRTSRKLPNDFLTSVVDLIGAAKSLLAWLDRSPFAAVTDYSVTRNNVIQLCLELTTIVQQDCTVYETENKILHVCKTLSGVCDHIISLSSDPLVSQSAHLEVIQLANIKPSEGLGMYIKSTYDGLHVITGTTENSPADRCKKIHAGDEVIQVNHQTVVGWQLKNLVNALREDPSGVILTLKKRPQSM.... Result: 0 (no interaction). (9) The miRNA is hsa-miR-191-3p with sequence GCUGCGCUUGGAUUUCGUCCCC. The protein sequence of the target gene is MGMLARVALGLIIIDAVLAAPTTELFNYDSEVYDAILEDTGTFYNYEHIPDNHVENEKVSERLSGNRELLTPGPQLGDNQDEDKDEESTPRLIDGSSPQEPEFPGLLGPHTNEDFPTCLLCTCISTTVYCDDHELDAIPPLPKKTTYFYSRFNRIKKINKNDFASLNDLKRIDLTSNLISEIDEDAFRKLPHLQELVLRDNKIKQLPELPNTLTFIDISNNRLGRKGIKQEAFKDMYDLHHLYITDNSLDHIPLPLPESLRALHLQNNDILEMHEDTFCNVKNLTYVRKALEDIRLDGNP.... Result: 0 (no interaction). (10) The miRNA is dme-miR-5-5p with sequence AAAGGAACGAUCGUUGUGAUAUG. The protein sequence of the target gene is MDRTCEERPAEDGSDEEDPDSMEAPTRIRDTPEDIVLEAPASGLAFHPARDLLAAGDVDGDVFVFSYSCQEGETKELWSSGHHLKACRAVAFSEDGQKLITVSKDKAIHVLDVEQGQLERRVSKAHGAPINSLLLVDENVLATGDDTGGICLWDQRKEGPLMDMRQHEEYIADMALDPAKKLLLTASGDGCLGIFNIKRRRFELLSEPQSGDLTSVTLMKWGKKVACGSSEGTIYLFNWNGFGATSDRFALRAESIDCMVPVTESLLCTGSTDGVIRAVNILPNRVVGSVGQHTGEPVEE.... Result: 0 (no interaction).